Dataset: NCI-60 drug combinations with 297,098 pairs across 59 cell lines. Task: Regression. Given two drug SMILES strings and cell line genomic features, predict the synergy score measuring deviation from expected non-interaction effect. (1) Drug 1: C1CN(P(=O)(OC1)NCCCl)CCCl. Drug 2: CC1CCCC2(C(O2)CC(NC(=O)CC(C(C(=O)C(C1O)C)(C)C)O)C(=CC3=CSC(=N3)C)C)C. Cell line: OVCAR3. Synergy scores: CSS=66.3, Synergy_ZIP=5.00, Synergy_Bliss=5.08, Synergy_Loewe=-17.5, Synergy_HSA=3.46. (2) Drug 2: C1CCC(C(C1)N)N.C(=O)(C(=O)[O-])[O-].[Pt+4]. Drug 1: CC(CN1CC(=O)NC(=O)C1)N2CC(=O)NC(=O)C2. Synergy scores: CSS=9.40, Synergy_ZIP=0.479, Synergy_Bliss=5.48, Synergy_Loewe=3.41, Synergy_HSA=3.83. Cell line: UACC-257. (3) Drug 2: C1CN1P(=S)(N2CC2)N3CC3. Synergy scores: CSS=26.1, Synergy_ZIP=-6.74, Synergy_Bliss=2.98, Synergy_Loewe=-2.11, Synergy_HSA=3.54. Cell line: RXF 393. Drug 1: COC1=C(C=C2C(=C1)N=CN=C2NC3=CC(=C(C=C3)F)Cl)OCCCN4CCOCC4. (4) Drug 1: C1=CN(C=N1)CC(O)(P(=O)(O)O)P(=O)(O)O. Drug 2: C#CCC(CC1=CN=C2C(=N1)C(=NC(=N2)N)N)C3=CC=C(C=C3)C(=O)NC(CCC(=O)O)C(=O)O. Cell line: CAKI-1. Synergy scores: CSS=2.90, Synergy_ZIP=6.97, Synergy_Bliss=3.83, Synergy_Loewe=1.22, Synergy_HSA=1.42. (5) Drug 1: C1CCC(CC1)NC(=O)N(CCCl)N=O. Drug 2: C(=O)(N)NO. Cell line: T-47D. Synergy scores: CSS=5.86, Synergy_ZIP=-0.576, Synergy_Bliss=3.41, Synergy_Loewe=-9.03, Synergy_HSA=1.91. (6) Drug 1: CC12CCC3C(C1CCC2O)C(CC4=C3C=CC(=C4)O)CCCCCCCCCS(=O)CCCC(C(F)(F)F)(F)F. Drug 2: CCN(CC)CCCC(C)NC1=C2C=C(C=CC2=NC3=C1C=CC(=C3)Cl)OC. Cell line: A498. Synergy scores: CSS=17.1, Synergy_ZIP=-6.43, Synergy_Bliss=-3.12, Synergy_Loewe=-10.5, Synergy_HSA=-3.46.